From a dataset of Reaction yield outcomes from USPTO patents with 853,638 reactions. Predict the reaction yield, written as a fraction of the theoretical maximum amount of product (1.0 means a 100% yield; for example, 0.34 means a 34% yield). The reactants are Br[C:2]1[CH:7]=[CH:6][CH:5]=[CH:4][C:3]=1[F:8].C([Li])CCC.[CH2:14]([N:21]1[CH2:26][CH2:25][CH:24]([CH2:27][CH:28]=[O:29])[CH2:23][CH2:22]1)[C:15]1[CH:20]=[CH:19][CH:18]=[CH:17][CH:16]=1.O. The catalyst is O1CCCC1. The product is [CH2:14]([N:21]1[CH2:26][CH2:25][CH:24]([CH2:27][CH:28]([C:2]2[CH:7]=[CH:6][CH:5]=[CH:4][C:3]=2[F:8])[OH:29])[CH2:23][CH2:22]1)[C:15]1[CH:20]=[CH:19][CH:18]=[CH:17][CH:16]=1. The yield is 0.600.